Predict the reactants needed to synthesize the given product. From a dataset of Full USPTO retrosynthesis dataset with 1.9M reactions from patents (1976-2016). (1) Given the product [CH3:23][S:20]([NH:19][C:14]1[CH:15]=[CH:16][CH:17]=[CH:18][C:13]=1[C:11]1[N:12]=[C:8]([CH2:7][CH2:6][CH2:5][CH2:4][C:3]([OH:24])=[O:2])[O:9][CH:10]=1)(=[O:21])=[O:22], predict the reactants needed to synthesize it. The reactants are: C[O:2][C:3](=[O:24])[CH2:4][CH2:5][CH2:6][CH2:7][C:8]1[O:9][CH:10]=[C:11]([C:13]2[CH:18]=[CH:17][CH:16]=[CH:15][C:14]=2[NH:19][S:20]([CH3:23])(=[O:22])=[O:21])[N:12]=1.C1COCC1.[OH-].[Na+]. (2) Given the product [CH:1]([O:4][C:5]([N:7]1[CH2:8][CH2:9][CH:10]([C:13]2[O:14][C:15]3[CH:21]=[CH:20][C:19]([C:22]4[CH:31]=[CH:30][C:25]([C:26]([OH:28])=[O:27])=[CH:24][N:23]=4)=[CH:18][C:16]=3[N:17]=2)[CH2:11][CH2:12]1)=[O:6])([CH3:3])[CH3:2], predict the reactants needed to synthesize it. The reactants are: [CH:1]([O:4][C:5]([N:7]1[CH2:12][CH2:11][CH:10]([C:13]2[O:14][C:15]3[CH:21]=[CH:20][C:19]([C:22]4[CH:31]=[CH:30][C:25]([C:26]([O:28]C)=[O:27])=[CH:24][N:23]=4)=[CH:18][C:16]=3[N:17]=2)[CH2:9][CH2:8]1)=[O:6])([CH3:3])[CH3:2].CC1(C)C(C)(C)OB(C2C=CC3OC(C4CCN(C(OC(C)C)=O)CC4)=NC=3C=2)O1.ClC1C=CC(C(OC)=O)=CN=1.C([O-])([O-])=O.[K+].[K+]. (3) Given the product [C:1]([NH:22][C@H:23]([C:30]([OH:32])=[O:31])[C@@H:24]([CH3:33])[O:25][P:26]([OH:29])([OH:28])=[O:27])(=[O:21])[CH2:2][CH2:3][CH2:4][CH2:5][CH2:6][CH2:7][CH2:8]/[CH:9]=[CH:10]\[CH2:11][CH:12]=[CH:13][CH2:14][CH:15]=[CH:16][CH2:17][CH3:18], predict the reactants needed to synthesize it. The reactants are: [C:1]([NH:22][C@H:23]([C:30]([OH:32])=[O:31])[CH2:24][O:25][P:26]([OH:29])([OH:28])=[O:27])(=[O:21])[CH2:2][CH2:3][CH2:4]/[CH:5]=[CH:6]\[CH2:7][CH:8]=[CH:9][CH2:10][CH:11]=[CH:12][CH2:13][CH:14]=[CH:15][CH2:16][CH2:17][CH2:18]CC.[C:33](O)(=O)CCCCCCC/C=C\CC=CCC=CCC.Cl.COC(=O)[C@H]([C@@H](C)O)N. (4) Given the product [C:21]1([NH:20][C:9]([C:8]2[CH:7]=[CH:6][C:5]([O:4][C:1](=[O:3])[CH3:2])=[CH:13][CH:12]=2)=[O:11])[CH:26]=[CH:25][CH:24]=[CH:23][CH:22]=1, predict the reactants needed to synthesize it. The reactants are: [C:1]([O:4][C:5]1[CH:13]=[CH:12][C:8]([C:9]([OH:11])=O)=[CH:7][CH:6]=1)(=[O:3])[CH3:2].C(Cl)(=O)C(Cl)=O.[NH2:20][C:21]1[CH:26]=[CH:25][CH:24]=[CH:23][CH:22]=1. (5) Given the product [C:24]([O:23][C@@H:19]1[CH2:18][C@@H:17]([C@@:7]2([C:11]3[CH:16]=[CH:15][CH:14]=[CH:13][CH:12]=3)[C:8](=[O:10])[O:9][C@H:5]([C:1]([CH3:4])([CH3:2])[CH3:3])[O:6]2)[CH2:21][C:20]1=[O:22])(=[O:26])[CH3:25], predict the reactants needed to synthesize it. The reactants are: [C:1]([C@H:5]1[O:9][C:8](=[O:10])[C@@:7]([C@H:17]2[CH2:21][C:20](=[O:22])[C@H:19]([OH:23])[CH2:18]2)([C:11]2[CH:16]=[CH:15][CH:14]=[CH:13][CH:12]=2)[O:6]1)([CH3:4])([CH3:3])[CH3:2].[C:24](OC(=O)C)(=[O:26])[CH3:25].